This data is from Forward reaction prediction with 1.9M reactions from USPTO patents (1976-2016). The task is: Predict the product of the given reaction. (1) Given the reactants [CH2:1]([S:3]([C:6]1[CH:7]=[CH:8][C:9](F)=[C:10]([C:12]2[C:13]3[CH:22]=[CH:21][NH:20][C:14]=3[C:15](=[O:19])[N:16]([CH3:18])[CH:17]=2)[CH:11]=1)(=[O:5])=[O:4])[CH3:2].[NH:24]1[CH2:28][CH2:27][CH2:26][CH2:25]1, predict the reaction product. The product is: [CH2:1]([S:3]([C:6]1[CH:7]=[CH:8][C:9]([N:24]2[CH2:28][CH2:27][CH2:26][CH2:25]2)=[C:10]([C:12]2[C:13]3[CH:22]=[CH:21][NH:20][C:14]=3[C:15](=[O:19])[N:16]([CH3:18])[CH:17]=2)[CH:11]=1)(=[O:5])=[O:4])[CH3:2]. (2) Given the reactants S(O[CH2:6][CH2:7][CH2:8][C:9]1[CH:14]=[CH:13][C:12]([CH2:15][CH2:16][CH2:17][CH2:18][CH3:19])=[CH:11][CH:10]=1)(=O)(=O)C.[C:20]1(=[O:30])[NH:24][C:23](=[O:25])[C:22]2=[CH:26][CH:27]=[CH:28][CH:29]=[C:21]12.[K], predict the reaction product. The product is: [CH2:15]([C:12]1[CH:13]=[CH:14][C:9]([CH2:8][CH2:7][CH2:6][N:24]2[C:23](=[O:25])[C:22]3=[CH:26][CH:27]=[CH:28][CH:29]=[C:21]3[C:20]2=[O:30])=[CH:10][CH:11]=1)[CH2:16][CH2:17][CH2:18][CH3:19]. (3) Given the reactants [CH3:1][O:2][C:3]([C:5]1[S:6][CH:7]=[C:8]([Br:11])[C:9]=1[CH3:10])=[O:4].[Br:12]N1C(=O)CCC1=O.C(OOC(=O)C1C=CC=CC=1)(=O)C1C=CC=CC=1, predict the reaction product. The product is: [CH3:1][O:2][C:3]([C:5]1[S:6][CH:7]=[C:8]([Br:11])[C:9]=1[CH2:10][Br:12])=[O:4].